Dataset: Full USPTO retrosynthesis dataset with 1.9M reactions from patents (1976-2016). Task: Predict the reactants needed to synthesize the given product. (1) Given the product [C:16]([O:15][C:10]1[S:9][CH:4]=[C:12]([CH3:21])[C:11]=1[CH3:13])(=[O:20])[C:17]([CH3:19])=[CH2:18], predict the reactants needed to synthesize it. The reactants are: CC1C=[C:4]([SH:9])C=CC=1C.[C:10]([O:15][C:16](=[O:20])[C:17]([CH3:19])=[CH2:18])(=O)[C:11]([CH3:13])=[CH2:12].[CH2:21](N(CC)CC)C. (2) Given the product [Cl:13][C:5]1[C:4]2[C:9](=[CH:10][CH:11]=[C:2]([NH:23][CH2:22][C:21]3[CH:24]=[CH:25][CH:26]=[C:19]([C:15]4[S:14][CH:18]=[CH:17][CH:16]=4)[CH:20]=3)[CH:3]=2)[C:8](=[O:12])[NH:7][N:6]=1, predict the reactants needed to synthesize it. The reactants are: Br[C:2]1[CH:3]=[C:4]2[C:9](=[CH:10][CH:11]=1)[C:8](=[O:12])[NH:7][N:6]=[C:5]2[Cl:13].[S:14]1[CH:18]=[CH:17][CH:16]=[C:15]1[C:19]1[CH:20]=[C:21]([CH:24]=[CH:25][CH:26]=1)[CH2:22][NH2:23].C1C=CC(P(C2C(C3C(P(C4C=CC=CC=4)C4C=CC=CC=4)=CC=C4C=3C=CC=C4)=C3C(C=CC=C3)=CC=2)C2C=CC=CC=2)=CC=1.CC([O-])(C)C.[Na+]. (3) Given the product [Si:7]([O:6][CH2:37][C@@H:36]([N:27]1[C@H:28]([C:29]2[CH:30]=[CH:31][C:32]([Cl:35])=[CH:33][CH:34]=2)[C@@H:23]([C:19]2[CH:20]=[CH:21][CH:22]=[C:17]([Cl:16])[CH:18]=2)[O:24][CH2:25][C:26]1=[O:52])[CH2:50][CH3:51])([C:10]([CH3:13])([CH3:12])[CH3:11])([CH3:9])[CH3:8], predict the reactants needed to synthesize it. The reactants are: FC(F)(F)S([O:6][Si:7]([C:10]([CH3:13])([CH3:12])[CH3:11])([CH3:9])[CH3:8])(=O)=O.[Cl:16][C:17]1[CH:18]=[C:19]([C@@H:23]2[C@@H:28]([C:29]3[CH:34]=[CH:33][C:32]([Cl:35])=[CH:31][CH:30]=3)[N:27]([C@@H:36]([CH2:50][CH3:51])[CH2:37]OCC3C=CC(OC)=C(OC)C=3)[C:26](=[O:52])[CH2:25][O:24]2)[CH:20]=[CH:21][CH:22]=1.C(N(CC)CC)C. (4) Given the product [Cl:1][C:2]1[C:3]2[C:8](=[C:7]([NH:6][C:19]3[CH:20]=[C:21]([CH:24]=[CH:25][C:26]=3[CH3:27])[C:22]#[N:23])[CH:28]=[C:5]3[CH:13]=[CH:14][C:15]([F:17])=[CH:16][C:4]3=2)[CH:9]=[CH:10][N:11]=1, predict the reactants needed to synthesize it. The reactants are: [Cl:1][C:2]1[N:11]=[CH:10][CH:9]=[C:8]2[C:3]=1[C:4]1[CH:16]=[C:15]([F:17])[CH:14]=[CH:13][C:5]=1[N:6]=[C:7]2Cl.N[C:19]1[CH:20]=[C:21]([CH:24]=[CH:25][C:26]=1[CH3:27])[C:22]#[N:23].[CH3:28][Si]([N-][Si](C)(C)C)(C)C.[Na+]. (5) Given the product [C:32]([C:31]1[CH:30]=[CH:29][C:28](/[C:24](=[N:25]/[O:26][CH3:27])/[CH2:23][O:22][C:21]2[CH:36]=[CH:37][C:18]([CH2:17][O:1][C:2]3[CH:3]=[CH:4][C:5]([CH:8]4[CH2:10][CH:9]4[C:11]([OH:13])=[O:12])=[CH:6][CH:7]=3)=[CH:19][CH:20]=2)=[CH:35][CH:34]=1)#[N:33], predict the reactants needed to synthesize it. The reactants are: [OH:1][C:2]1[CH:7]=[CH:6][C:5]([CH:8]2[CH2:10][CH:9]2[C:11]([O:13]CC)=[O:12])=[CH:4][CH:3]=1.Br[CH2:17][C:18]1[CH:37]=[CH:36][C:21]([O:22][CH2:23]/[C:24](/[C:28]2[CH:35]=[CH:34][C:31]([C:32]#[N:33])=[CH:30][CH:29]=2)=[N:25]\[O:26][CH3:27])=[CH:20][CH:19]=1. (6) Given the product [CH3:54][C:53]1[CH:52]=[C:51]([N+:55]([O-:57])=[O:56])[CH:50]=[C:49]([CH3:58])[C:48]=1[O:17][C:15]1[CH:14]=[CH:13][C:12]([OH:18])=[C:11]([S:8]([C:5]2[CH:6]=[CH:7][C:2]([F:1])=[CH:3][CH:4]=2)(=[O:10])=[O:9])[CH:16]=1, predict the reactants needed to synthesize it. The reactants are: [F:1][C:2]1[CH:7]=[CH:6][C:5]([S:8]([C:11]2[CH:16]=[C:15]([OH:17])[CH:14]=[CH:13][C:12]=2[OH:18])(=[O:10])=[O:9])=[CH:4][CH:3]=1.C[Si]([N-][Si](C)(C)C)(C)C.[K+].C1OCCOCCOCCOCCOCCOC1.Cl[C:48]1[C:53]([CH3:54])=[CH:52][C:51]([N+:55]([O-:57])=[O:56])=[CH:50][C:49]=1[CH3:58].Cl. (7) The reactants are: [NH2:1][C:2]1[C:10]2[C:5](=[N:6][C:7]([CH3:15])=[CH:8][C:9]=2[C:11]([F:14])([F:13])[F:12])[S:4][C:3]=1[C:16]([OH:18])=O.CN(C(ON1N=NC2C=CC=NC1=2)=[N+](C)C)C.F[P-](F)(F)(F)(F)F.CCN(C(C)C)C(C)C.[O:52]1[CH:56]=[CH:55][CH:54]=[C:53]1[CH2:57][CH2:58][NH2:59]. Given the product [NH2:1][C:2]1[C:10]2[C:5](=[N:6][C:7]([CH3:15])=[CH:8][C:9]=2[C:11]([F:12])([F:13])[F:14])[S:4][C:3]=1[C:16]([NH:59][CH2:58][CH2:57][C:53]1[O:52][CH:56]=[CH:55][CH:54]=1)=[O:18], predict the reactants needed to synthesize it. (8) Given the product [NH2:28][C:29]1[N:34]=[CH:33][C:32]([C:2]2[CH:3]=[CH:4][C:5]([C@@H:8]([N:10]3[CH2:15][CH2:14][C@@:13]([C:20]4[CH:25]=[CH:24][C:23]([F:26])=[CH:22][CH:21]=4)([CH2:16][CH2:17][CH2:18][OH:19])[O:12][C:11]3=[O:27])[CH3:9])=[CH:6][CH:7]=2)=[CH:31][CH:30]=1, predict the reactants needed to synthesize it. The reactants are: Br[C:2]1[CH:7]=[CH:6][C:5]([C@@H:8]([N:10]2[CH2:15][CH2:14][C@@:13]([C:20]3[CH:25]=[CH:24][C:23]([F:26])=[CH:22][CH:21]=3)([CH2:16][CH2:17][CH2:18][OH:19])[O:12][C:11]2=[O:27])[CH3:9])=[CH:4][CH:3]=1.[NH2:28][C:29]1[N:34]=[CH:33][C:32](B(O)O)=[CH:31][CH:30]=1.C([O-])([O-])=O.[Cs+].[Cs+]. (9) Given the product [C:1]([O:5][C:6]([N:8]1[CH2:13][CH2:12][CH:11]([NH:14][CH2:28][C:20]2[CH:19]=[C:18]([N+:15]([O-:17])=[O:16])[C:23]3[O:24][CH2:25][CH2:26][O:27][C:22]=3[CH:21]=2)[CH2:10][CH2:9]1)=[O:7])([CH3:4])([CH3:2])[CH3:3], predict the reactants needed to synthesize it. The reactants are: [C:1]([O:5][C:6]([N:8]1[CH2:13][CH2:12][CH:11]([NH2:14])[CH2:10][CH2:9]1)=[O:7])([CH3:4])([CH3:3])[CH3:2].[N+:15]([C:18]1[C:23]2[O:24][CH2:25][CH2:26][O:27][C:22]=2[CH:21]=[C:20]([CH:28]=O)[CH:19]=1)([O-:17])=[O:16].[BH4-].[Na+].C(O)(=O)C.